Task: Predict which catalyst facilitates the given reaction.. Dataset: Catalyst prediction with 721,799 reactions and 888 catalyst types from USPTO (1) Reactant: [CH3:1][C:2]([C:6]1[CH:11]=[CH:10][C:9]([NH:12][C:13](=[O:15])[CH3:14])=[CH:8][CH:7]=1)([CH3:5])[CH2:3][CH3:4].[N+:16]([O-])([OH:18])=[O:17]. Product: [CH3:5][C:2]([C:6]1[CH:7]=[CH:8][C:9]([NH:12][C:13](=[O:15])[CH3:14])=[C:10]([N+:16]([O-:18])=[O:17])[CH:11]=1)([CH3:1])[CH2:3][CH3:4]. The catalyst class is: 152. (2) Reactant: [OH:1][C:2]1[CH:9]=[CH:8][C:5]([C:6]#[N:7])=[CH:4][CH:3]=1.[Br:10][CH2:11][CH2:12]Br.C([O-])([O-])=O.[K+].[K+].C(OCC)(=O)C. Product: [Br:10][CH2:11][CH2:12][O:1][C:2]1[CH:9]=[CH:8][C:5]([C:6]#[N:7])=[CH:4][CH:3]=1. The catalyst class is: 18.